From a dataset of Forward reaction prediction with 1.9M reactions from USPTO patents (1976-2016). Predict the product of the given reaction. (1) Given the reactants [Cl:1][C:2]1[CH:10]=[C:9]([C:11]([O:13][CH3:14])=[O:12])[CH:8]=[CH:7][C:3]=1[C:4]([OH:6])=[O:5].S(=O)(=O)(O)O.[CH3:20][C:21](=[CH2:23])[CH3:22], predict the reaction product. The product is: [Cl:1][C:2]1[CH:10]=[C:9]([C:11]([O:13][CH3:14])=[O:12])[CH:8]=[CH:7][C:3]=1[C:4]([O:6][C:21]([CH3:23])([CH3:22])[CH3:20])=[O:5]. (2) Given the reactants [C:1]1([C:7]2([C:14]3[CH:19]=[CH:18][CH:17]=[CH:16][CH:15]=3)[CH2:12][CH2:11][C:10](=[O:13])[CH:9]=[CH:8]2)[CH:6]=[CH:5][CH:4]=[CH:3][CH:2]=1, predict the reaction product. The product is: [C:1]1([C:7]2([C:14]3[CH:19]=[CH:18][CH:17]=[CH:16][CH:15]=3)[CH2:8][CH2:9][C:10](=[O:13])[CH2:11][CH2:12]2)[CH:2]=[CH:3][CH:4]=[CH:5][CH:6]=1. (3) Given the reactants Cl.[NH2:2][C:3]1[C:9]([OH:10])=[CH:8][CH:7]=[CH:6][C:4]=1[OH:5].C(O[C:14](OCC)(OCC)[CH2:15][CH3:16])C.O, predict the reaction product. The product is: [CH2:15]([C:16]1[O:5][C:4]2[CH:6]=[CH:7][CH:8]=[C:9]([OH:10])[C:3]=2[N:2]=1)[CH3:14]. (4) Given the reactants [CH2:1]([N:6]1[C:10](=[O:11])[C:9](=[CH:12][C:13]([O:15]CC)=[O:14])[S:8][CH:7]1[C:18]1[CH:23]=[CH:22][CH:21]=[CH:20][CH:19]=1)[CH2:2][CH:3]([CH3:5])[CH3:4].[OH-].[Na+].Cl, predict the reaction product. The product is: [CH2:1]([N:6]1[C:10](=[O:11])[C:9](=[CH:12][C:13]([OH:15])=[O:14])[S:8][CH:7]1[C:18]1[CH:23]=[CH:22][CH:21]=[CH:20][CH:19]=1)[CH2:2][CH:3]([CH3:5])[CH3:4]. (5) Given the reactants CO[C:3](=O)[C:4]1[CH:9]=C(O)C=[C:6](OCC=C)[CH:5]=1.[OH:16][C:17]1[CH:18]=[C:19]([CH:24]=[C:25]([OH:27])[CH:26]=1)[C:20]([O:22][CH3:23])=[O:21].C(=O)([O-])[O-].[K+].[K+].BrCC=C(C)C, predict the reaction product. The product is: [CH3:23][O:22][C:20](=[O:21])[C:19]1[CH:18]=[C:17]([O:16][CH2:6][CH:5]=[C:4]([CH3:9])[CH3:3])[CH:26]=[C:25]([OH:27])[CH:24]=1. (6) The product is: [CH3:32][S:33]([NH:1][CH2:2][C:3]1[N:4]=[N:5][N:6]([CH2:8][CH2:9][CH2:10][CH2:11][N:12]2[CH:16]=[C:15]([C:17]([NH:19][CH2:20][C:21]3[CH:26]=[CH:25][CH:24]=[C:23]([O:27][C:28]([F:29])([F:30])[F:31])[CH:22]=3)=[O:18])[N:14]=[N:13]2)[CH:7]=1)(=[O:35])=[O:34]. Given the reactants [NH2:1][CH2:2][C:3]1[N:4]=[N:5][N:6]([CH2:8][CH2:9][CH2:10][CH2:11][N:12]2[CH:16]=[C:15]([C:17]([NH:19][CH2:20][C:21]3[CH:26]=[CH:25][CH:24]=[C:23]([O:27][C:28]([F:31])([F:30])[F:29])[CH:22]=3)=[O:18])[N:14]=[N:13]2)[CH:7]=1.[CH3:32][S:33](Cl)(=[O:35])=[O:34], predict the reaction product. (7) Given the reactants [CH:1]1([CH2:6][C@H:7]([CH2:36][N:37]([CH:46]=[O:47])[O:38]CC2C=CC=CC=2)[C:8]([N:10]2[CH:14]([C:15]([NH:17][C:18]3[CH:23]=[CH:22][C:21]([F:24])=[CH:20][N+:19]=3[O-:25])=[O:16])[CH2:13][CH2:12][N:11]2C(OCC2C=CC=CC=2)=O)=[O:9])[CH2:5][CH2:4][CH2:3][CH2:2]1, predict the reaction product. The product is: [CH:1]1([CH2:6][C@H:7]([CH2:36][N:37]([CH:46]=[O:47])[OH:38])[C:8]([N:10]2[C@H:14]([C:15]([NH:17][C:18]3[CH:23]=[CH:22][C:21]([F:24])=[CH:20][N+:19]=3[O-:25])=[O:16])[CH2:13][CH2:12][NH:11]2)=[O:9])[CH2:2][CH2:3][CH2:4][CH2:5]1. (8) Given the reactants [Br:1][C:2]1[CH:31]=[CH:30][C:5]([CH2:6][C@@H:7]([C:26]([O:28]C)=[O:27])[NH:8][C:9]([C@H:11]2[CH2:16][CH2:15][C@H:14]([CH2:17][NH:18][C:19]([O:21][C:22]([CH3:25])([CH3:24])[CH3:23])=[O:20])[CH2:13][CH2:12]2)=[O:10])=[CH:4][CH:3]=1.[OH-].[Li+].Cl.C(OCC)(=O)C, predict the reaction product. The product is: [Br:1][C:2]1[CH:3]=[CH:4][C:5]([CH2:6][C@@H:7]([C:26]([OH:28])=[O:27])[NH:8][C:9]([C@H:11]2[CH2:12][CH2:13][C@H:14]([CH2:17][NH:18][C:19]([O:21][C:22]([CH3:25])([CH3:23])[CH3:24])=[O:20])[CH2:15][CH2:16]2)=[O:10])=[CH:30][CH:31]=1.